From a dataset of Catalyst prediction with 721,799 reactions and 888 catalyst types from USPTO. Predict which catalyst facilitates the given reaction. Reactant: C([O:6][CH2:7][CH2:8][CH2:9][S:10]([O-:13])(=[O:12])=[O:11])(=O)C(C)=C.[C:14]1([S+:20]([C:27]2[CH:32]=[CH:31][CH:30]=[CH:29][CH:28]=2)[C:21]2[CH:26]=[CH:25][CH:24]=[CH:23][CH:22]=2)[CH:19]=[CH:18][CH:17]=[CH:16][CH:15]=1.C[O-].[Na+].Cl.C(C(C)=O)C(C)C. Product: [OH:6][CH2:7][CH2:8][CH2:9][S:10]([O-:13])(=[O:12])=[O:11].[C:27]1([S+:20]([C:14]2[CH:15]=[CH:16][CH:17]=[CH:18][CH:19]=2)[C:21]2[CH:26]=[CH:25][CH:24]=[CH:23][CH:22]=2)[CH:28]=[CH:29][CH:30]=[CH:31][CH:32]=1. The catalyst class is: 5.